This data is from Forward reaction prediction with 1.9M reactions from USPTO patents (1976-2016). The task is: Predict the product of the given reaction. (1) Given the reactants CC1C=CC(S(O[CH2:12][CH:13]([OH:16])[CH2:14][F:15])(=O)=O)=CC=1.[N:17]1([C:23]([O:25][CH2:26][C:27]2[CH:32]=[CH:31][CH:30]=[CH:29][CH:28]=2)=[O:24])[CH2:22][CH2:21][NH:20][CH2:19][CH2:18]1, predict the reaction product. The product is: [F:15][CH2:14][CH:13]([OH:16])[CH2:12][N:20]1[CH2:21][CH2:22][N:17]([C:23]([O:25][CH2:26][C:27]2[CH:32]=[CH:31][CH:30]=[CH:29][CH:28]=2)=[O:24])[CH2:18][CH2:19]1. (2) Given the reactants [Br:1][C:2]1[CH:3]=[C:4]([CH:8]=[CH:9][C:10]=1[C:11]([O:13][CH3:14])=[O:12])[C:5]([OH:7])=[O:6].O[N:16]1[C:20](=[O:21])[CH2:19][CH2:18][C:17]1=[O:22].Cl.CN(C)CCCN=C=NCC.O, predict the reaction product. The product is: [CH3:14][O:13][C:11](=[O:12])[C:10]1[CH:9]=[CH:8][C:4]([C:5]([O:7][N:16]2[C:20](=[O:21])[CH2:19][CH2:18][C:17]2=[O:22])=[O:6])=[CH:3][C:2]=1[Br:1]. (3) Given the reactants C[O:2][C:3]([O:6]C)([CH3:5])[CH3:4].O.C1(C)C(S(O)(=O)=[O:16])=CC=CC=1.[OH:20][C:21]([CH2:23][CH2:24][CH2:25][CH2:26][C@H]1[C@@H]2[C@@H](NC(N2)=O)CS1)=[O:22], predict the reaction product. The product is: [CH3:4][C:3]1([CH3:5])[O:6][C@H:25]2[CH2:26][O:22][CH:21]([OH:20])[C@H:23]([OH:16])[C@H:24]2[O:2]1. (4) Given the reactants [NH2:1][CH2:2][C:3]1[CH:8]=[CH:7][C:6]([CH2:9][N:10]2[CH2:15][CH2:14][N:13]([C:16]3[C:21]([C:22]([O:24][CH:25]([CH3:27])[CH3:26])=[O:23])=[CH:20][CH:19]=[CH:18][N:17]=3)[CH2:12][CH2:11]2)=[CH:5][CH:4]=1.[Cl:28][C:29]1[CH:37]=[CH:36][CH:35]=[C:34]([F:38])[C:30]=1[C:31](O)=[O:32].CN(C(ON1N=NC2C=CC=NC1=2)=[N+](C)C)C.F[P-](F)(F)(F)(F)F.CCN(C(C)C)C(C)C, predict the reaction product. The product is: [CH3:26][CH:25]([O:24][C:22]([C:21]1[C:16]([N:13]2[CH2:12][CH2:11][N:10]([CH2:9][C:6]3[CH:7]=[CH:8][C:3]([CH2:2][NH:1][C:31]([C:30]4[C:34]([F:38])=[CH:35][CH:36]=[CH:37][C:29]=4[Cl:28])=[O:32])=[CH:4][CH:5]=3)[CH2:15][CH2:14]2)=[N:17][CH:18]=[CH:19][CH:20]=1)=[O:23])[CH3:27]. (5) Given the reactants [CH3:1][S:2][C:3]1[CH:4]=[C:5]([CH:9]=[CH:10][CH:11]=1)[C:6]([OH:8])=[O:7].[OH2:12], predict the reaction product. The product is: [CH3:1][S:2]([C:3]1[CH:4]=[C:5]([CH:9]=[CH:10][CH:11]=1)[C:6]([OH:8])=[O:7])=[O:12]. (6) Given the reactants [F:1][C:2]([F:16])([F:15])[C:3](=O)[CH2:4][C:5]([C:7]1[CH:12]=[CH:11][C:10]([F:13])=[CH:9][CH:8]=1)=[O:6].C1C(=O)N(Br)C(=O)C1.[NH2:25][C:26]([NH2:28])=[S:27], predict the reaction product. The product is: [NH2:28][C:26]1[S:27][C:4]([C:5]([C:7]2[CH:12]=[CH:11][C:10]([F:13])=[CH:9][CH:8]=2)=[O:6])=[C:3]([C:2]([F:16])([F:15])[F:1])[N:25]=1. (7) Given the reactants [N:12]1[C:14]2[C:5](=[CH:6][CH:7]=[C:8]3[C:13]=2[N:12]=[CH:14][CH:5]=[CH:6]3)[CH:7]=[CH:8][CH:13]=1.[C:15]([O-:18])([O-])=O.[Cs+].[Cs+].I[C:22]1[CH:28]=CC(N)=C[CH:23]=1, predict the reaction product. The product is: [CH2:15]([O:18][C:6]1[CH:5]=[CH:14][C:13]([NH2:12])=[CH:8][CH:7]=1)[CH2:23][CH2:22][CH3:28]. (8) Given the reactants [O:1]1[C:5]2[CH:6]=[CH:7][CH:8]=[CH:9][C:4]=2[NH:3][C:2]1=[O:10].O1C=NN=C1C1C=CC=CC=1O[CH2:19][C:20]1[CH:34]=[CH:33][C:23]([C:24]([NH:26][C:27]2[CH:32]=[CH:31][CH:30]=[CH:29][N:28]=2)=[O:25])=[CH:22][CH:21]=1, predict the reaction product. The product is: [O:10]=[C:2]1[N:3]([CH2:19][C:20]2[CH:21]=[CH:22][C:23]([C:24]([NH:26][C:27]3[CH:32]=[CH:31][CH:30]=[CH:29][N:28]=3)=[O:25])=[CH:33][CH:34]=2)[C:4]2[CH:9]=[CH:8][CH:7]=[CH:6][C:5]=2[O:1]1. (9) Given the reactants C[O:2][C:3](=[O:21])[C:4]1[CH:9]=[C:8]([CH:10]2[O:15][CH2:14][CH2:13][CH2:12][O:11]2)[N:7]=[C:6]([NH:16][C@H:17]([CH2:19][CH3:20])[CH3:18])[CH:5]=1.[OH-].[Li+].Cl, predict the reaction product. The product is: [C@@H:17]([NH:16][C:6]1[CH:5]=[C:4]([CH:9]=[C:8]([CH:10]2[O:15][CH2:14][CH2:13][CH2:12][O:11]2)[N:7]=1)[C:3]([OH:21])=[O:2])([CH2:19][CH3:20])[CH3:18]. (10) Given the reactants [CH:1]1([CH2:4][O:5][C:6]2[CH:14]=[CH:13][C:9]3[O:10][CH2:11][O:12][C:8]=3[C:7]=2[C:15]2[C:16]3[NH:23][CH:22]=[C:21]([C:24](O)=[O:25])[C:17]=3[N:18]=[CH:19][N:20]=2)[CH2:3][CH2:2]1.[C:27]([O:31][C:32]([N:34]1[CH2:39][CH2:38][CH:37]([CH2:40][NH2:41])[CH2:36][CH2:35]1)=[O:33])([CH3:30])([CH3:29])[CH3:28], predict the reaction product. The product is: [C:27]([O:31][C:32]([N:34]1[CH2:39][CH2:38][CH:37]([CH2:40][NH:41][C:24]([C:21]2[C:17]3[N:18]=[CH:19][N:20]=[C:15]([C:7]4[C:8]5[O:12][CH2:11][O:10][C:9]=5[CH:13]=[CH:14][C:6]=4[O:5][CH2:4][CH:1]4[CH2:3][CH2:2]4)[C:16]=3[NH:23][CH:22]=2)=[O:25])[CH2:36][CH2:35]1)=[O:33])([CH3:30])([CH3:29])[CH3:28].